From a dataset of Full USPTO retrosynthesis dataset with 1.9M reactions from patents (1976-2016). Predict the reactants needed to synthesize the given product. (1) Given the product [CH3:1][N:2]1[C:6]([CH:7]=[C:8]([C:12]2[CH:17]=[CH:16][C:15]([F:18])=[CH:14][CH:13]=2)[C:9]([N:33]=[N+:34]=[N-:35])=[O:10])=[CH:5][C:4]([CH3:19])=[N:3]1, predict the reactants needed to synthesize it. The reactants are: [CH3:1][N:2]1[C:6]([CH:7]=[C:8]([C:12]2[CH:17]=[CH:16][C:15]([F:18])=[CH:14][CH:13]=2)[C:9](O)=[O:10])=[CH:5][C:4]([CH3:19])=[N:3]1.C(N(CC)CC)C.ClC(OCC)=O.[N-:33]=[N+:34]=[N-:35].[Na+]. (2) Given the product [N:28]1[CH:33]=[CH:32][CH:31]=[C:30]([C:34]2[CH:35]=[C:36]([NH:40][C:14]([C:1]3[C:13]4[CH2:12][C:11]5[C:6](=[CH:7][CH:8]=[CH:9][CH:10]=5)[C:5]=4[CH:4]=[CH:3][CH:2]=3)=[O:15])[CH:37]=[CH:38][CH:39]=2)[N:29]=1, predict the reactants needed to synthesize it. The reactants are: [C:1]1([C:14](O)=[O:15])[C:13]2[CH2:12][C:11]3[C:6](=[CH:7][CH:8]=[CH:9][CH:10]=3)[C:5]=2[CH:4]=[CH:3][CH:2]=1.C(Cl)(=O)C(Cl)=O.CN(C)C=O.[N:28]1[CH:33]=[CH:32][CH:31]=[C:30]([C:34]2[CH:35]=[C:36]([NH2:40])[CH:37]=[CH:38][CH:39]=2)[N:29]=1. (3) The reactants are: [C:1]([O:5][C:6]([N:8]1[CH2:13][CH2:12][NH:11][C:10](=[O:14])[CH2:9]1)=[O:7])([CH3:4])([CH3:3])[CH3:2].Cl.[N:16]1[CH:21]=[CH:20][CH:19]=[C:18]([CH2:22]Cl)[CH:17]=1.[H-].[Na+]. Given the product [C:1]([O:5][C:6]([N:8]1[CH2:13][CH2:12][N:11]([CH2:22][C:18]2[CH:17]=[N:16][CH:21]=[CH:20][CH:19]=2)[C:10](=[O:14])[CH2:9]1)=[O:7])([CH3:4])([CH3:2])[CH3:3], predict the reactants needed to synthesize it. (4) Given the product [CH2:33]([O:37][C:6]1[N:14]=[C:13]2[C:9]([N:10]=[C:11]([O:23][CH3:24])[N:12]2[CH2:15][CH2:16][CH2:17][CH:18]2[CH2:22][CH2:21][O:20][CH2:19]2)=[C:8]([NH2:25])[N:7]=1)[CH2:34][CH2:35][CH3:36], predict the reactants needed to synthesize it. The reactants are: C(N[C:6]1[N:14]=[C:13]2[C:9]([N:10]=[C:11]([O:23][CH3:24])[N:12]2[CH2:15][CH2:16][CH2:17][CH:18]2[CH2:22][CH2:21][O:20][CH2:19]2)=[C:8]([NH2:25])[N:7]=1)CCC.FC(F)(F)C(O)=O.[CH2:33]([O:37]C1NC(N)=C2C(N=1)=NC(OC)=N2)[CH2:34][CH2:35][CH3:36].BrCCCC1CCOC1. (5) The reactants are: Cl[C:2]1[N:6]([CH3:7])[C:5]2[CH:8]=[CH:9][C:10]([F:12])=[CH:11][C:4]=2[N:3]=1.[NH:13]1[CH2:18][CH2:17][NH:16][CH2:15][CH2:14]1. Given the product [F:12][C:10]1[CH:9]=[CH:8][C:5]2[N:6]([CH3:7])[C:2]([N:13]3[CH2:18][CH2:17][NH:16][CH2:15][CH2:14]3)=[N:3][C:4]=2[CH:11]=1, predict the reactants needed to synthesize it. (6) Given the product [Cl:1][C:2]1[C:7]([CH:8]=[O:9])=[CH:6][CH:5]=[CH:4][N:3]=1, predict the reactants needed to synthesize it. The reactants are: [Cl:1][C:2]1[C:7]([CH2:8][OH:9])=[CH:6][CH:5]=[CH:4][N:3]=1. (7) The reactants are: [CH3:1][N:2]1[C:6]2=[N:7][C:8]([CH2:12][CH2:13][CH2:14][CH2:15][CH2:16][CH2:17][CH2:18][CH3:19])=[CH:9][C:10]([CH3:11])=[C:5]2[CH2:4][CH2:3]1.[Br:20]N1C(C)(C)C(=O)N(Br)C1=O. Given the product [Br:20][C:9]1[C:10]([CH3:11])=[C:5]2[CH2:4][CH2:3][N:2]([CH3:1])[C:6]2=[N:7][C:8]=1[CH2:12][CH2:13][CH2:14][CH2:15][CH2:16][CH2:17][CH2:18][CH3:19], predict the reactants needed to synthesize it. (8) Given the product [Br:1][C:2]1[CH:3]=[CH:4][C:5]([CH2:8][C:9]([O:11][CH3:17])=[O:10])=[CH:6][CH:7]=1, predict the reactants needed to synthesize it. The reactants are: [Br:1][C:2]1[CH:7]=[CH:6][C:5]([CH2:8][C:9]([OH:11])=[O:10])=[CH:4][CH:3]=1.S(Cl)(Cl)(=O)=O.[CH3:17]O. (9) Given the product [C:1]([C:5]1[CH:6]=[C:7]([NH:28][C:29]([NH:31][C@@H:32]2[C:41]3[C:36](=[CH:37][CH:38]=[CH:39][CH:40]=3)[C@H:35]([O:42][C:43]3[CH:44]=[CH:45][C:46]4[N:47]([C:49]([N:52]5[CH2:57][CH2:56][CH2:55][CH2:54][CH2:53]5)=[N:50][N:51]=4)[CH:48]=3)[CH2:34][CH2:33]2)=[O:30])[N:8]([C:10]2[CH:15]=[CH:14][C:13]([Cl:16])=[C:12]([OH:17])[CH:11]=2)[N:9]=1)([CH3:4])([CH3:2])[CH3:3], predict the reactants needed to synthesize it. The reactants are: [C:1]([C:5]1[CH:6]=[C:7]([NH:28][C:29]([NH:31][C@@H:32]2[C:41]3[C:36](=[CH:37][CH:38]=[CH:39][CH:40]=3)[C@H:35]([O:42][C:43]3[CH:44]=[CH:45][C:46]4[N:47]([C:49]([N:52]5[CH2:57][CH2:56][CH2:55][CH2:54][CH2:53]5)=[N:50][N:51]=4)[CH:48]=3)[CH2:34][CH2:33]2)=[O:30])[N:8]([C:10]2[CH:15]=[CH:14][C:13]([Cl:16])=[C:12]([O:17][Si](C(C)C)(C(C)C)C(C)C)[CH:11]=2)[N:9]=1)([CH3:4])([CH3:3])[CH3:2].CCCC[N+](CCCC)(CCCC)CCCC.[F-].